Dataset: Reaction yield outcomes from USPTO patents with 853,638 reactions. Task: Predict the reaction yield, written as a fraction of the theoretical maximum amount of product (1.0 means a 100% yield; for example, 0.34 means a 34% yield). (1) The reactants are [Cl:1][C:2]1[CH:9]=[CH:8][C:5]([CH2:6]Cl)=[C:4]([CH3:10])[CH:3]=1.[C-:11]#[N:12].[K+]. The catalyst is C(O)C.O. The product is [Cl:1][C:2]1[CH:9]=[CH:8][C:5]([CH2:6][C:11]#[N:12])=[C:4]([CH3:10])[CH:3]=1. The yield is 0.690. (2) The reactants are [CH:1]1([C:4]2[CH:9]=[CH:8][N:7]=[CH:6][C:5]=2[N:10]2[CH2:14][CH2:13][NH:12][C:11]2=[O:15])[CH2:3][CH2:2]1.Br[C:17]1[CH:18]=[CH:19][C:20]2[C:24]([C:25]([F:28])([F:27])[F:26])=[CH:23][S:22][C:21]=2[CH:29]=1.CN[C@@H]1CCCC[C@H]1NC.P([O-])([O-])([O-])=O.[K+].[K+].[K+]. The catalyst is [Cu](I)I.O1CCOCC1. The product is [CH:1]1([C:4]2[CH:9]=[CH:8][N:7]=[CH:6][C:5]=2[N:10]2[CH2:14][CH2:13][N:12]([C:17]3[CH:18]=[CH:19][C:20]4[C:24]([C:25]([F:26])([F:27])[F:28])=[CH:23][S:22][C:21]=4[CH:29]=3)[C:11]2=[O:15])[CH2:3][CH2:2]1. The yield is 0.0400. (3) The reactants are C(O[C:5](=[O:16])[NH:6][CH:7]1[CH2:11][C:10](=[O:12])[O:9][CH:8]1[O:13][CH2:14][CH3:15])C=C.C(OC([CH:24]1[CH2:28][CH2:27][CH2:26][N:25]1[C:29](=[O:44])[CH:30]([NH:32][C:33](=[O:43])[C:34]1[CH:39]=[C:38]([Cl:40])[C:37]([NH2:41])=[C:36]([Cl:42])[CH:35]=1)[CH3:31])=O)(C)(C)C.O=C1OC(OCCC2C=CC=CC=2)C(NC(C2CCCN2C(=O)C(NC(=O)C2C=CC(N)=C(Cl)C=2)C)=O)C1. No catalyst specified. The product is [CH2:14]([O:13][CH:8]1[CH:7]([NH:6][C:5]([CH:24]2[CH2:28][CH2:27][CH2:26][N:25]2[C:29](=[O:44])[CH:30]([NH:32][C:33](=[O:43])[C:34]2[CH:39]=[C:38]([Cl:40])[C:37]([NH2:41])=[C:36]([Cl:42])[CH:35]=2)[CH3:31])=[O:16])[CH2:11][C:10](=[O:12])[O:9]1)[CH3:15]. The yield is 0.540. (4) The reactants are [CH3:1][O:2][C:3]1[CH:4]=[C:5]([CH:11]=[C:12]([O:16][CH3:17])[C:13]=1[O:14][CH3:15])[CH2:6][NH:7][C:8]([NH2:10])=[O:9].C[O:19][C:20]([CH:22]1[CH2:27][CH2:26][N:25]([CH2:28][CH2:29][C:30]2[C:38]3[C:33](=[CH:34][CH:35]=[CH:36][CH:37]=3)[NH:32][C:31]=2[C:39]2[CH:44]=[CH:43][CH:42]=[CH:41][CH:40]=2)[CH2:24][CH2:23]1)=O.C[O-].[Na+]. The catalyst is CC(N(C)C)=O. The product is [C:39]1([C:31]2[NH:32][C:33]3[C:38]([C:30]=2[CH2:29][CH2:28][N:25]2[CH2:24][CH2:23][CH:22]([C:20]([NH:10][C:8]([NH:7][CH2:6][C:5]4[CH:11]=[C:12]([O:16][CH3:17])[C:13]([O:14][CH3:15])=[C:3]([O:2][CH3:1])[CH:4]=4)=[O:9])=[O:19])[CH2:27][CH2:26]2)=[CH:37][CH:36]=[CH:35][CH:34]=3)[CH:40]=[CH:41][CH:42]=[CH:43][CH:44]=1. The yield is 0.130. (5) The reactants are [Cl-].O[NH3+:3].[C:4](=[O:7])([O-])[OH:5].[Na+].CS(C)=O.[C:13]([C:15]1[CH:20]=[CH:19][CH:18]=[CH:17][C:16]=1[C:21]1[CH:26]=[CH:25][C:24]([CH2:27][C:28]2[C:33](=[O:34])[N:32]([C:35]3[CH:46]=[CH:45][C:38]([O:39][CH:40]([CH3:44])[C:41]([NH2:43])=[O:42])=[CH:37][CH:36]=3)[C:31]([CH3:47])=[N:30][C:29]=2[CH2:48][CH2:49][CH3:50])=[CH:23][CH:22]=1)#[N:14]. The catalyst is O.C(OCC)(=O)C. The product is [CH3:47][C:31]1[N:32]([C:35]2[CH:36]=[CH:37][C:38]([O:39][CH:40]([CH3:44])[C:41]([NH2:43])=[O:42])=[CH:45][CH:46]=2)[C:33](=[O:34])[C:28]([CH2:27][C:24]2[CH:23]=[CH:22][C:21]([C:16]3[CH:17]=[CH:18][CH:19]=[CH:20][C:15]=3[C:13]3[NH:3][C:4](=[O:7])[O:5][N:14]=3)=[CH:26][CH:25]=2)=[C:29]([CH2:48][CH2:49][CH3:50])[N:30]=1. The yield is 0.550. (6) The catalyst is C(Cl)Cl. The reactants are [CH3:1][O:2][C@H:3]1[CH2:8][CH2:7][CH2:6][C@@H:5]([NH:9]C(=O)OC(C)(C)C)[CH2:4]1.[C:17]([OH:23])([C:19]([F:22])([F:21])[F:20])=[O:18]. The product is [F:20][C:19]([F:22])([F:21])[C:17]([OH:23])=[O:18].[CH3:1][O:2][C@H:3]1[CH2:8][CH2:7][CH2:6][C@@H:5]([NH2:9])[CH2:4]1. The yield is 1.00. (7) The reactants are [Cl:1][C:2]1[CH:7]=[CH:6][C:5]([C:8]2[C:12]([CH2:13][O:14][C:15]3[CH:23]=[CH:22][C:18]([C:19]([OH:21])=O)=[CH:17][N:16]=3)=[CH:11][O:10][N:9]=2)=[CH:4][CH:3]=1.[NH2:24][CH2:25][CH2:26][CH2:27][OH:28].O.ON1C2C=CC=CC=2N=N1.C(N(C(C)C)C(C)C)C. The catalyst is C1COCC1. The product is [Cl:1][C:2]1[CH:3]=[CH:4][C:5]([C:8]2[C:12]([CH2:13][O:14][C:15]3[CH:23]=[CH:22][C:18]([C:19]([NH:24][CH2:25][CH2:26][CH2:27][OH:28])=[O:21])=[CH:17][N:16]=3)=[CH:11][O:10][N:9]=2)=[CH:6][CH:7]=1. The yield is 0.700. (8) The reactants are [F:1][C:2]1[CH:19]=[CH:18][C:5]([O:6][C:7]2[C:12]([F:13])=[CH:11][C:10]([N+:14]([O-])=O)=[CH:9][C:8]=2[F:17])=[CH:4][CH:3]=1. The catalyst is [Pd].CCOC(C)=O. The product is [F:1][C:2]1[CH:19]=[CH:18][C:5]([O:6][C:7]2[C:12]([F:13])=[CH:11][C:10]([NH2:14])=[CH:9][C:8]=2[F:17])=[CH:4][CH:3]=1. The yield is 0.980. (9) The reactants are [CH3:1][C:2]1([CH3:31])[CH2:11][C:10]2[C:5](=[C:6]([C:12]([O:14]C)=[O:13])[CH:7]=[CH:8][CH:9]=2)[NH:4][CH:3]1[C:16]1[CH:21]=[CH:20][CH:19]=[C:18]([C:22](=[O:30])[NH:23][CH:24]2[CH2:28][CH2:27][N:26]([CH3:29])[CH2:25]2)[CH:17]=1.[OH-].[Na+]. The catalyst is CO. The product is [CH3:1][C:2]1([CH3:31])[CH2:11][C:10]2[C:5](=[C:6]([C:12]([OH:14])=[O:13])[CH:7]=[CH:8][CH:9]=2)[NH:4][CH:3]1[C:16]1[CH:21]=[CH:20][CH:19]=[C:18]([C:22](=[O:30])[NH:23][CH:24]2[CH2:28][CH2:27][N:26]([CH3:29])[CH2:25]2)[CH:17]=1. The yield is 0.380.